Dataset: Full USPTO retrosynthesis dataset with 1.9M reactions from patents (1976-2016). Task: Predict the reactants needed to synthesize the given product. (1) Given the product [O:1]1[CH2:2][CH2:3][N:4]([C:7]2[C:8]3[O:22][C:21]([CH2:23][N:24]4[CH2:25][CH2:26][N:27]([S:30]([CH3:33])(=[O:32])=[O:31])[CH2:28][CH2:29]4)=[CH:20][C:9]=3[N:10]=[C:11]([C:13]3[CH:14]=[CH:15][C:16]([NH:19][C:39]([NH2:38])=[O:40])=[N:17][CH:18]=3)[N:12]=2)[CH2:5][CH2:6]1, predict the reactants needed to synthesize it. The reactants are: [O:1]1[CH2:6][CH2:5][N:4]([C:7]2[C:8]3[O:22][C:21]([CH2:23][N:24]4[CH2:29][CH2:28][N:27]([S:30]([CH3:33])(=[O:32])=[O:31])[CH2:26][CH2:25]4)=[CH:20][C:9]=3[N:10]=[C:11]([C:13]3[CH:14]=[CH:15][C:16]([NH2:19])=[N:17][CH:18]=3)[N:12]=2)[CH2:3][CH2:2]1.ClS([N:38]=[C:39]=[O:40])(=O)=O.[OH-].[Na+]. (2) Given the product [ClH:30].[O:1]=[C:2]([NH:19][C:20]1[CH:25]=[CH:24][CH:23]=[C:22]([C:26]([F:29])([F:27])[F:28])[CH:21]=1)[CH2:3][NH:4][C:5]([C@@H:7]1[CH2:11][CH2:10][NH:9][CH2:8]1)=[O:6], predict the reactants needed to synthesize it. The reactants are: [O:1]=[C:2]([NH:19][C:20]1[CH:25]=[CH:24][CH:23]=[C:22]([C:26]([F:29])([F:28])[F:27])[CH:21]=1)[CH2:3][NH:4][C:5]([C@@H:7]1[CH2:11][CH2:10][N:9](C(OC(C)(C)C)=O)[CH2:8]1)=[O:6].[ClH:30].O1CCOCC1. (3) Given the product [CH:1]1([N:6]2[CH2:7][CH2:8][N:9]([C:12]([C:14]3[CH:15]=[C:16]4[C:20](=[CH:21][CH:22]=3)[N:19]([C:38]3[CH:37]=[CH:36][CH:35]=[C:34]([F:33])[CH:39]=3)[C:18]([C:23]([N:25]3[CH2:26][CH2:27][C:28]([F:31])([F:32])[CH2:29][CH2:30]3)=[O:24])=[CH:17]4)=[O:13])[CH2:10][CH2:11]2)[CH2:5][CH2:4][CH2:3][CH2:2]1, predict the reactants needed to synthesize it. The reactants are: [CH:1]1([N:6]2[CH2:11][CH2:10][N:9]([C:12]([C:14]3[CH:15]=[C:16]4[C:20](=[CH:21][CH:22]=3)[NH:19][C:18]([C:23]([N:25]3[CH2:30][CH2:29][C:28]([F:32])([F:31])[CH2:27][CH2:26]3)=[O:24])=[CH:17]4)=[O:13])[CH2:8][CH2:7]2)[CH2:5][CH2:4][CH2:3][CH2:2]1.[F:33][C:34]1[CH:35]=[C:36](B(O)O)[CH:37]=[CH:38][CH:39]=1.N1C=CC=CC=1.